This data is from Forward reaction prediction with 1.9M reactions from USPTO patents (1976-2016). The task is: Predict the product of the given reaction. (1) Given the reactants [CH2:1]([O:3][C:4](=[O:39])[C:5]1[CH:10]=[CH:9][C:8]([NH:11][C:12](=[O:38])[CH:13]([N:20]2[C:24]3[CH:25]=[C:26]([F:30])[C:27]([F:29])=[CH:28][C:23]=3[N:22]=[C:21]2[C:31]2[CH:36]=[CH:35][C:34]([Cl:37])=[CH:33][CH:32]=2)[CH:14]2[CH2:19][CH2:18][CH2:17][CH2:16][CH2:15]2)=[CH:7][CH:6]=1)C.ClC1C=CC(C2N(C(C3CCCCC3)C(NC[C@H]3CC[C@H](C(O)=O)CC3)=O)C3C=CC(F)=CC=3N=2)=CC=1.COC(=O)C1C=CC(N)=C([O:87][C:88]([F:91])([F:90])[F:89])C=1, predict the reaction product. The product is: [CH3:1][O:3][C:4](=[O:39])[C:5]1[CH:6]=[CH:7][C:8]([NH:11][C:12](=[O:38])[CH:13]([N:20]2[C:24]3[CH:25]=[C:26]([F:30])[C:27]([F:29])=[CH:28][C:23]=3[N:22]=[C:21]2[C:31]2[CH:36]=[CH:35][C:34]([Cl:37])=[CH:33][CH:32]=2)[CH:14]2[CH2:19][CH2:18][CH2:17][CH2:16][CH2:15]2)=[C:9]([O:87][C:88]([F:91])([F:90])[F:89])[CH:10]=1. (2) Given the reactants [Cl:1][C:2]1[CH:7]=[C:6]([C:8]2[O:12][C:11]([CH3:13])=[C:10]([CH:14]([NH:19][C:20]3[CH:28]=[CH:27][C:23]([C:24](O)=[O:25])=[CH:22][CH:21]=3)[CH2:15][CH:16]([CH3:18])[CH3:17])[CH:9]=2)[CH:5]=[CH:4][N:3]=1.[CH3:29][NH:30][CH2:31][CH2:32][C:33]([O:35]CC)=[O:34].Cl.C(N=C=NCCCN(C)C)C.O.OC1C2N=NNC=2C=CC=1, predict the reaction product. The product is: [Cl:1][C:2]1[CH:7]=[C:6]([C:8]2[O:12][C:11]([CH3:13])=[C:10]([CH:14]([NH:19][C:20]3[CH:28]=[CH:27][C:23]([C:24]([N:30]([CH3:29])[CH2:31][CH2:32][C:33]([OH:35])=[O:34])=[O:25])=[CH:22][CH:21]=3)[CH2:15][CH:16]([CH3:17])[CH3:18])[CH:9]=2)[CH:5]=[CH:4][N:3]=1. (3) The product is: [F:8][C:6]1[CH:5]=[C:4]([CH2:9][C@@H:10]([C:26]2[C:31]([C:32]3[CH:33]=[CH:34][C:35]([F:41])=[C:36]([CH:40]=3)[C:37]([NH2:39])=[O:38])=[CH:30][CH:29]=[CH:28][N:27]=2)[NH:11][C:12](=[O:25])[CH2:13][N:14]2[CH:18]=[C:17]([CH:19]=[CH2:20])[C:16]([C:21]([F:22])([F:23])[F:24])=[N:15]2)[CH:3]=[C:2]([F:1])[CH:7]=1. Given the reactants [F:1][C:2]1[CH:3]=[C:4]([CH2:9][C@@H:10]([C:26]2[C:31]([C:32]3[CH:33]=[CH:34][C:35]([F:41])=[C:36]([CH:40]=3)[C:37]([NH2:39])=[O:38])=[CH:30][CH:29]=[CH:28][N:27]=2)[NH:11][C:12](=[O:25])[CH2:13][N:14]2[CH:18]=[C:17]([C:19]#[CH:20])[C:16]([C:21]([F:24])([F:23])[F:22])=[N:15]2)[CH:5]=[C:6]([F:8])[CH:7]=1, predict the reaction product. (4) Given the reactants Br[CH2:2][CH2:3][N:4]([N:13]1[CH:17]=[N:16][N:15]=[CH:14]1)[C:5]1[CH:12]=[CH:11][C:8]([C:9]#[N:10])=[CH:7][CH:6]=1.[OH:18][C:19]1[CH:24]=[CH:23][C:22]([SH:25])=[CH:21][CH:20]=1.C(=O)([O-])[O-].[K+].[K+].C(OCC)(=O)C, predict the reaction product. The product is: [OH:18][C:19]1[CH:24]=[CH:23][C:22]([S:25][CH2:2][CH2:3][N:4]([N:13]2[CH:17]=[N:16][N:15]=[CH:14]2)[C:5]2[CH:12]=[CH:11][C:8]([C:9]#[N:10])=[CH:7][CH:6]=2)=[CH:21][CH:20]=1.